This data is from Forward reaction prediction with 1.9M reactions from USPTO patents (1976-2016). The task is: Predict the product of the given reaction. (1) Given the reactants C(O[CH:4](OCC)[CH2:5][S:6][C:7]1[CH:12]=[CH:11][CH:10]=[CH:9][C:8]=1[O:13][CH3:14])C, predict the reaction product. The product is: [CH3:14][O:13][C:8]1[C:7]2[S:6][CH:5]=[CH:4][C:12]=2[CH:11]=[CH:10][CH:9]=1. (2) Given the reactants [CH2:1]([OH:9])[C:2]([CH2:7][OH:8])([CH2:5][OH:6])[CH2:3][OH:4].[CH3:10][C:11]12[CH2:20][CH2:19][CH2:18][CH2:17][CH:16]1[C:15](=[O:21])[O:14][C:12]2=[O:13].[CH3:22][O:23][C:24]1[CH:25]=[C:26]2[C:35]([NH2:36])=[N:34][C:33]([N:37]3[CH2:42][CH2:41][N:40]([C:43]([CH:45]4[O:54][C:53]5[CH:52]=[CH:51][CH:50]=[CH:49][C:48]=5[O:47][CH2:46]4)=[O:44])[CH2:39][CH2:38]3)=[N:32][C:27]2=[CH:28][C:29]=1[O:30][CH3:31].[CH3:55][S:56]([OH:59])(=[O:58])=[O:57], predict the reaction product. The product is: [CH2:1]([OH:9])[C:2]([CH2:7][OH:8])([CH2:5][OH:6])[CH2:3][OH:4].[CH3:10][C:11]12[CH2:20][CH2:19][CH2:18][CH2:17][CH:16]1[C:15](=[O:21])[O:14][C:12]2=[O:13].[CH3:22][O:23][C:24]1[CH:25]=[C:26]2[C:35]([NH2:36])=[N:34][C:33]([N:37]3[CH2:38][CH2:39][N:40]([C:43]([CH:45]4[O:54][C:53]5[CH:52]=[CH:51][CH:50]=[CH:49][C:48]=5[O:47][CH2:46]4)=[O:44])[CH2:41][CH2:42]3)=[N:32][C:27]2=[CH:28][C:29]=1[O:30][CH3:31].[CH3:55][S:56]([OH:59])(=[O:58])=[O:57]. (3) Given the reactants [CH:1]1[C:6]([NH2:7])=[CH:5][CH:4]=[C:3]([OH:8])[CH:2]=1.CC(C)([O-])C.[K+].C(=O)([O-])[O-].[K+].[K+].[CH2:21]([O:28][CH2:29][N:30]1[C:34]2=[N:35][CH:36]=[CH:37][C:38](Cl)=[C:33]2[CH:32]=[CH:31]1)[C:22]1[CH:27]=[CH:26][CH:25]=[CH:24][CH:23]=1, predict the reaction product. The product is: [CH2:21]([O:28][CH2:29][N:30]1[C:34]2=[N:35][CH:36]=[CH:37][C:38]([O:8][C:3]3[CH:4]=[CH:5][C:6]([NH2:7])=[CH:1][CH:2]=3)=[C:33]2[CH:32]=[CH:31]1)[C:22]1[CH:23]=[CH:24][CH:25]=[CH:26][CH:27]=1. (4) Given the reactants [CH2:1]([O:8][C:9]1[CH:10]=[CH:11][C:12]2[O:16][C:15]([CH:17]([NH:21][C:22]3[CH:27]=[CH:26][C:25]([C:28]([NH:30][CH2:31][CH2:32][C:33]([O:35]CC)=[O:34])=[O:29])=[CH:24][CH:23]=3)[CH:18]([CH3:20])[CH3:19])=[C:14]([CH3:38])[C:13]=2[CH:39]=1)[C:2]1[CH:7]=[CH:6][CH:5]=[CH:4][CH:3]=1.[OH-].[Na+], predict the reaction product. The product is: [CH2:1]([O:8][C:9]1[CH:10]=[CH:11][C:12]2[O:16][C:15]([CH:17]([NH:21][C:22]3[CH:23]=[CH:24][C:25]([C:28]([NH:30][CH2:31][CH2:32][C:33]([OH:35])=[O:34])=[O:29])=[CH:26][CH:27]=3)[CH:18]([CH3:20])[CH3:19])=[C:14]([CH3:38])[C:13]=2[CH:39]=1)[C:2]1[CH:3]=[CH:4][CH:5]=[CH:6][CH:7]=1. (5) The product is: [CH3:29][C@H:4]1[CH2:3][C@@H:2]([NH:1][C:31]2[CH:36]=[CH:35][C:34]([CH3:37])=[CH:33][N:32]=2)[C:11]2[C:6](=[CH:7][CH:8]=[C:9]([C:12]3[CH:13]=[N:14][C:15]([C:18]([N:20]4[CH2:25][CH2:24][O:23][CH2:22][CH2:21]4)=[O:19])=[CH:16][CH:17]=3)[CH:10]=2)[N:5]1[C:26](=[O:28])[CH3:27]. Given the reactants [NH2:1][C@H:2]1[C:11]2[C:6](=[CH:7][CH:8]=[C:9]([C:12]3[CH:13]=[N:14][C:15]([C:18]([N:20]4[CH2:25][CH2:24][O:23][CH2:22][CH2:21]4)=[O:19])=[CH:16][CH:17]=3)[CH:10]=2)[N:5]([C:26](=[O:28])[CH3:27])[C@@H:4]([CH3:29])[CH2:3]1.Br[C:31]1[CH:36]=[CH:35][C:34]([CH3:37])=[CH:33][N:32]=1.C1(P(C2CCCCC2)C2C=CC=CC=2C2C(N(C)C)=CC=CC=2)CCCCC1.CC(C)([O-])C.[Na+], predict the reaction product. (6) Given the reactants [CH3:1][O:2][C:3]([C@@:5]1([CH3:9])[CH2:8][CH2:7][NH:6]1)=[O:4].[CH2:10](Br)[C:11]1[CH:16]=[CH:15][CH:14]=[CH:13][CH:12]=1, predict the reaction product. The product is: [CH3:1][O:2][C:3]([C@@:5]1([CH3:9])[CH2:8][CH2:7][N:6]1[CH2:10][C:11]1[CH:16]=[CH:15][CH:14]=[CH:13][CH:12]=1)=[O:4]. (7) The product is: [Cl:1][C:2]1[CH:7]=[C:6]([C:8]2[CH2:12][CH2:11][CH:10]([OH:13])[CH:9]=2)[N:5]=[C:4]2[CH2:14][CH2:15][CH2:16][C:3]=12. Given the reactants [Cl:1][C:2]1[CH:7]=[C:6]([C:8]2[CH2:12][CH2:11][C:10](=[O:13])[CH:9]=2)[N:5]=[C:4]2[CH2:14][CH2:15][CH2:16][C:3]=12, predict the reaction product. (8) Given the reactants CON(C)[C:4]([C:6]1[N:7]=[CH:8][N:9]([C:11]2[CH:12]=[C:13]([C:17]3[CH:22]=[CH:21][CH:20]=[CH:19][C:18]=3[C:23]#[N:24])[CH:14]=[CH:15][CH:16]=2)[CH:10]=1)=[O:5].Br[C:27]1[CH:28]=[C:29]([O:33][CH3:34])[CH:30]=[CH:31][CH:32]=1, predict the reaction product. The product is: [CH3:34][O:33][C:29]1[CH:28]=[C:27]([CH:32]=[CH:31][CH:30]=1)[C:4]([C:6]1[N:7]=[CH:8][N:9]([C:11]2[CH:12]=[C:13]([C:17]3[C:18]([C:23]#[N:24])=[CH:19][CH:20]=[CH:21][CH:22]=3)[CH:14]=[CH:15][CH:16]=2)[CH:10]=1)=[O:5]. (9) Given the reactants Cl[C:2]1[CH:3]=[C:4]([NH:13][C:14]2[CH:19]=[CH:18][C:17]([O:20][CH2:21][CH3:22])=[CH:16][CH:15]=2)[C:5]2[N:6]([C:8]([C:11]#[N:12])=[CH:9][N:10]=2)[N:7]=1.CCOC1C=CC(N)=CC=1.[NH2:33][C@H:34]1[CH2:39][CH2:38][C@H:37]([NH2:40])[CH2:36][CH2:35]1, predict the reaction product. The product is: [NH2:33][C@H:34]1[CH2:39][CH2:38][C@H:37]([NH:40][C:2]2[CH:3]=[C:4]([NH:13][C:14]3[CH:19]=[CH:18][C:17]([O:20][CH2:21][CH3:22])=[CH:16][CH:15]=3)[C:5]3[N:6]([C:8]([C:11]#[N:12])=[CH:9][N:10]=3)[N:7]=2)[CH2:36][CH2:35]1.